Dataset: Full USPTO retrosynthesis dataset with 1.9M reactions from patents (1976-2016). Task: Predict the reactants needed to synthesize the given product. (1) Given the product [CH2:23]([C:25]1[C:26]([O:12][CH2:11][CH2:10][CH2:9][C:8]2[C:4]([CH:1]([CH3:3])[CH3:2])=[N:5][N:6]([C:13]3[N:14]=[N:15][C:16]([C:19]([F:21])([F:20])[F:22])=[CH:17][CH:18]=3)[CH:7]=2)=[C:27]([CH2:31][C:32]([O:34][CH3:35])=[O:33])[CH:28]=[CH:29][CH:30]=1)[CH3:24], predict the reactants needed to synthesize it. The reactants are: [CH:1]([C:4]1[C:8]([CH2:9][CH2:10][CH2:11][OH:12])=[CH:7][N:6]([C:13]2[N:14]=[N:15][C:16]([C:19]([F:22])([F:21])[F:20])=[CH:17][CH:18]=2)[N:5]=1)([CH3:3])[CH3:2].[CH2:23]([C:25]1[C:26](O)=[C:27]([CH2:31][C:32]([O:34][CH3:35])=[O:33])[CH:28]=[CH:29][CH:30]=1)[CH3:24].C(P(CCCC)CCCC)CCC.N(C(N1CCCCC1)=O)=NC(N1CCCCC1)=O. (2) Given the product [CH3:20][C:15]1([CH3:21])[C:16]([CH3:19])([CH3:18])[O:17][B:13]([C:2]2[CH:12]=[N:11][C:5]3[O:6][CH2:7][C:8](=[O:10])[NH:9][C:4]=3[CH:3]=2)[O:14]1, predict the reactants needed to synthesize it. The reactants are: Br[C:2]1[CH:12]=[N:11][C:5]2[O:6][CH2:7][C:8](=[O:10])[NH:9][C:4]=2[CH:3]=1.[B:13]1([B:13]2[O:17][C:16]([CH3:19])([CH3:18])[C:15]([CH3:21])([CH3:20])[O:14]2)[O:17][C:16]([CH3:19])([CH3:18])[C:15]([CH3:21])([CH3:20])[O:14]1.C([O-])(=O)C.[K+]. (3) Given the product [NH2:1][C:4]1[CH:5]=[CH:6][C:7]([CH2:8][N:9]2[C:13]3=[N:14][CH:15]=[CH:16][CH:17]=[C:12]3[C:11]([CH2:18][C:19]([O:21][CH3:22])=[O:20])=[N:10]2)=[CH:23][CH:24]=1, predict the reactants needed to synthesize it. The reactants are: [N+:1]([C:4]1[CH:24]=[CH:23][C:7]([CH2:8][N:9]2[C:13]3=[N:14][CH:15]=[CH:16][CH:17]=[C:12]3[C:11]([CH2:18][C:19]([O:21][CH3:22])=[O:20])=[N:10]2)=[CH:6][CH:5]=1)([O-])=O. (4) Given the product [NH2:23][C:3]1[C:2]([F:1])=[C:10]([NH:11][S:12]([C:15]2[O:16][CH:17]=[CH:18][CH:19]=2)(=[O:14])=[O:13])[CH:9]=[CH:8][C:7]=1[F:20], predict the reactants needed to synthesize it. The reactants are: [F:1][C:2]1[C:10]([NH:11][S:12]([C:15]2[O:16][CH:17]=[CH:18][CH:19]=2)(=[O:14])=[O:13])=[CH:9][CH:8]=[C:7]([F:20])[C:3]=1C(O)=O.C([N:23](CC)CC)C.C1(P(N=[N+]=[N-])(C2C=CC=CC=2)=O)C=CC=CC=1. (5) The reactants are: [NH2:1][C:2]1[N:7]=[C:6]([NH2:8])[CH:5]=[C:4]([O:9][CH2:10][CH3:11])[N:3]=1.[C:12](Cl)(=[O:15])[CH:13]=[CH2:14].C(N(CC)CC)C.[O:24]1C[CH2:27][CH2:26][CH2:25]1. Given the product [C:12]([NH:1][C:2]1[N:7]=[C:6]([NH:8][C:25](=[O:24])[CH:26]=[CH2:27])[CH:5]=[C:4]([O:9][CH2:10][CH3:11])[N:3]=1)(=[O:15])[CH:13]=[CH2:14], predict the reactants needed to synthesize it. (6) Given the product [C:15]([C:12]1[CH:11]=[CH:10][C:9]([S:6]([NH:5][CH2:4][CH:3]([CH3:17])[CH2:2][NH:1][C:33]([C:29]2[CH:30]=[CH:31][C:32]3[N:20]([CH2:18][CH3:19])[C:21]4[C:26]([C:27]=3[CH:28]=2)=[CH:25][CH:24]=[CH:23][CH:22]=4)=[O:34])(=[O:8])=[O:7])=[CH:14][CH:13]=1)#[N:16], predict the reactants needed to synthesize it. The reactants are: [NH2:1][CH2:2][CH:3]([CH3:17])[CH2:4][NH:5][S:6]([C:9]1[CH:14]=[CH:13][C:12]([C:15]#[N:16])=[CH:11][CH:10]=1)(=[O:8])=[O:7].[CH2:18]([N:20]1[C:32]2[CH:31]=[CH:30][C:29]([C:33](O)=[O:34])=[CH:28][C:27]=2[C:26]2[C:21]1=[CH:22][CH:23]=[CH:24][CH:25]=2)[CH3:19].CN(C(ON1N=NC2C=CC=NC1=2)=[N+](C)C)C.F[P-](F)(F)(F)(F)F.O. (7) Given the product [Cl:10][CH2:11][C:12]1[N:9]=[C:1]([C:2]2[CH:7]=[CH:6][CH:5]=[CH:4][CH:3]=2)[O:8][CH:13]=1, predict the reactants needed to synthesize it. The reactants are: [C:1]([NH2:9])(=[O:8])[C:2]1[CH:7]=[CH:6][CH:5]=[CH:4][CH:3]=1.[Cl:10][CH2:11][C:12](=O)[CH2:13]Cl. (8) Given the product [Cl:1][C:2]1[CH:3]=[C:4]([C:9]2[CH:18]=[CH:17][C:12]([C:13]([O:15][CH3:16])=[O:14])=[CH:11][C:10]=2[O:19][CH3:20])[CH:5]=[N:6][C:7]=1[O:29][C:24]1[CH:23]=[C:22]([Cl:21])[CH:27]=[C:26]([Cl:28])[CH:25]=1, predict the reactants needed to synthesize it. The reactants are: [Cl:1][C:2]1[CH:3]=[C:4]([C:9]2[CH:18]=[CH:17][C:12]([C:13]([O:15][CH3:16])=[O:14])=[CH:11][C:10]=2[O:19][CH3:20])[CH:5]=[N:6][C:7]=1F.[Cl:21][C:22]1[CH:23]=[C:24]([OH:29])[CH:25]=[C:26]([Cl:28])[CH:27]=1.C([O-])([O-])=O.[Cs+].[Cs+]. (9) The reactants are: [F:1][C:2]1[CH:3]=[CH:4][C:5]([OH:16])=[N:6][C:7]=1[NH:8][CH2:9][CH:10]1[CH2:15][CH2:14][O:13][CH2:12][CH2:11]1.C(N(CC)CC)C.[F:24][C:25]([F:38])([F:37])[S:26](O[S:26]([C:25]([F:38])([F:37])[F:24])(=[O:28])=[O:27])(=[O:28])=[O:27].C(=O)(O)[O-].[Na+]. Given the product [F:24][C:25]([F:38])([F:37])[S:26]([O:16][C:5]1[CH:4]=[CH:3][C:2]([F:1])=[C:7]([NH:8][CH2:9][CH:10]2[CH2:15][CH2:14][O:13][CH2:12][CH2:11]2)[N:6]=1)(=[O:28])=[O:27], predict the reactants needed to synthesize it.